Dataset: Peptide-MHC class II binding affinity with 134,281 pairs from IEDB. Task: Regression. Given a peptide amino acid sequence and an MHC pseudo amino acid sequence, predict their binding affinity value. This is MHC class II binding data. The peptide sequence is VGFKAAVAAAASVPA. The MHC is DRB5_0101 with pseudo-sequence DRB5_0101. The binding affinity (normalized) is 0.785.